The task is: Predict the reactants needed to synthesize the given product.. This data is from Full USPTO retrosynthesis dataset with 1.9M reactions from patents (1976-2016). (1) Given the product [CH3:22][C:18]1[CH:17]=[C:16]([O:15][CH2:14][CH2:13][C:3]2[N:4]=[C:5]([C:7]3[CH:8]=[CH:9][CH:10]=[CH:11][CH:12]=3)[O:6][C:2]=2[CH3:1])[CH:21]=[CH:20][C:19]=1[CH:24]=[O:26], predict the reactants needed to synthesize it. The reactants are: [CH3:1][C:2]1[O:6][C:5]([C:7]2[CH:12]=[CH:11][CH:10]=[CH:9][CH:8]=2)=[N:4][C:3]=1[CH2:13][CH2:14][O:15][C:16]1[CH:17]=[C:18]([CH3:22])[CH:19]=[CH:20][CH:21]=1.Cl[CH:24]([O:26]C)Cl.Cl. (2) Given the product [C:6](=[O:8])=[O:7].[CH2:1]1[O:10][CH:2]1[CH3:3].[C:11]([OH:22])(=[O:21])[CH2:12][CH:13]([CH2:17][C:18]([OH:20])=[O:19])[C:14]([OH:16])=[O:15], predict the reactants needed to synthesize it. The reactants are: [C:1]([OH:10])(=O)[CH2:2][CH2:3]CC[C:6]([OH:8])=[O:7].[C:11]([OH:22])(=[O:21])[CH2:12][CH:13]([CH2:17][C:18]([OH:20])=[O:19])[C:14]([OH:16])=[O:15].C(C(O)=O)C(C(O)=O)C(C(O)=O)CC(O)=O.C1C(C2OC2)CC2OC2C1. (3) Given the product [ClH:48].[F:1][C:2]1[CH:19]=[CH:18][C:5]2[N:6]3[CH:12]=[N:11][C:10]([C:13]#[N:46])=[C:7]3[CH2:8][O:9][C:4]=2[C:3]=1[CH2:20][CH2:21][N:22]1[CH2:23][CH2:24][N:25]([C:28]2[CH:37]=[CH:36][CH:35]=[C:34]3[C:29]=2[CH:30]=[CH:31][C:32]([C:38]([F:40])([F:39])[F:41])=[N:33]3)[CH2:26][CH2:27]1, predict the reactants needed to synthesize it. The reactants are: [F:1][C:2]1[CH:19]=[CH:18][C:5]2[N:6]3[CH:12]=[N:11][C:10]([C:13](OCC)=O)=[C:7]3[CH2:8][O:9][C:4]=2[C:3]=1[CH2:20][CH2:21][N:22]1[CH2:27][CH2:26][N:25]([C:28]2[CH:37]=[CH:36][CH:35]=[C:34]3[C:29]=2[CH:30]=[CH:31][C:32]([C:38]([F:41])([F:40])[F:39])=[N:33]3)[CH2:24][CH2:23]1.C[Al](C)C.[NH3:46].C(Cl)[Cl:48]. (4) Given the product [CH3:1][C:2]1[C:7]([CH3:8])=[CH:6][C:5]([C:9]2[CH:14]=[CH:13][CH:12]=[CH:11][CH:10]=2)=[CH:4][C:3]=1[CH2:15][NH:16][C:17]1[C:18]([F:32])=[C:19]([CH:28]=[CH:29][C:30]=1[F:31])[O:20][CH2:21][C:22]([OH:24])=[O:23], predict the reactants needed to synthesize it. The reactants are: [CH3:1][C:2]1[C:7]([CH3:8])=[CH:6][C:5]([C:9]2[CH:14]=[CH:13][CH:12]=[CH:11][CH:10]=2)=[CH:4][C:3]=1[CH2:15][NH:16][C:17]1[C:18]([F:32])=[C:19]([CH:28]=[CH:29][C:30]=1[F:31])[O:20][CH2:21][C:22]([O:24]C(C)C)=[O:23].[Li+].[OH-].O. (5) The reactants are: B(Br)(Br)Br.C[O:6][C:7]1[CH:21]=[CH:20][C:10]([CH2:11][CH:12]([C:18]#[CH:19])[CH2:13][C:14]([O:16][CH3:17])=[O:15])=[CH:9][CH:8]=1. Given the product [OH:6][C:7]1[CH:8]=[CH:9][C:10]([CH2:11][CH:12]([C:18]#[CH:19])[CH2:13][C:14]([O:16][CH3:17])=[O:15])=[CH:20][CH:21]=1, predict the reactants needed to synthesize it. (6) Given the product [Cl:1][C:2]1[CH:7]=[CH:6][C:5]([S:8]([NH:11][C@@H:12]([C:13]2[N:18]([CH2:19][CH3:20])[C:17]([SH:21])=[N:16][N:15]=2)[CH2:22][C:23]2[CH:28]=[CH:27][CH:26]=[CH:25][CH:24]=2)(=[O:10])=[O:9])=[CH:4][CH:3]=1, predict the reactants needed to synthesize it. The reactants are: [Cl:1][C:2]1[CH:7]=[CH:6][C:5]([S:8]([NH:11][C@H:12]([CH2:22][C:23]2[CH:28]=[CH:27][CH:26]=[CH:25][CH:24]=2)[C:13]([NH:15][NH:16][C:17](=[S:21])[NH:18][CH2:19][CH3:20])=O)(=[O:10])=[O:9])=[CH:4][CH:3]=1.Cl. (7) The reactants are: [N:1]1([NH:7][C:8]([C:10]2[C:14]([CH3:15])=[C:13]([C:16]3[CH:21]=[CH:20][C:19]([OH:22])=[CH:18][CH:17]=3)[N:12]([C:23]3[CH:28]=[CH:27][C:26]([Cl:29])=[CH:25][C:24]=3[Cl:30])[N:11]=2)=[O:9])[CH2:6][CH2:5][CH2:4][CH2:3][CH2:2]1.C(N(CC)CC)C.[F:38][C:39]([F:47])([F:46])[CH2:40][CH2:41][S:42](Cl)(=[O:44])=[O:43].FC(F)(F)CCCS(Cl)(=O)=O. Given the product [Cl:30][C:24]1[CH:25]=[C:26]([Cl:29])[CH:27]=[CH:28][C:23]=1[N:12]1[C:13]([C:16]2[CH:17]=[CH:18][C:19]([O:22][S:42]([CH2:41][CH2:40][C:39]([F:47])([F:46])[F:38])(=[O:44])=[O:43])=[CH:20][CH:21]=2)=[C:14]([CH3:15])[C:10]([C:8](=[O:9])[NH:7][N:1]2[CH2:6][CH2:5][CH2:4][CH2:3][CH2:2]2)=[N:11]1, predict the reactants needed to synthesize it.